This data is from Peptide-MHC class II binding affinity with 134,281 pairs from IEDB. The task is: Regression. Given a peptide amino acid sequence and an MHC pseudo amino acid sequence, predict their binding affinity value. This is MHC class II binding data. (1) The peptide sequence is INEPTAAAIACGLDR. The MHC is HLA-DQA10102-DQB10602 with pseudo-sequence HLA-DQA10102-DQB10602. The binding affinity (normalized) is 0.778. (2) The peptide sequence is DTGHGTVVMQVKVSK. The MHC is DRB1_0404 with pseudo-sequence DRB1_0404. The binding affinity (normalized) is 0.324. (3) The peptide sequence is YEALIKLLPFSKRIR. The MHC is DRB1_0701 with pseudo-sequence DRB1_0701. The binding affinity (normalized) is 0.244. (4) The peptide sequence is NISGYNYSLSAAVKA. The MHC is H-2-IAb with pseudo-sequence H-2-IAb. The binding affinity (normalized) is 0.672. (5) The peptide sequence is DRLHPVHAGPVAPGQ. The MHC is DRB3_0101 with pseudo-sequence DRB3_0101. The binding affinity (normalized) is 0. (6) The peptide sequence is KVPWDQVVMTSLALV. The MHC is DRB3_0202 with pseudo-sequence DRB3_0202. The binding affinity (normalized) is 0.680.